This data is from Forward reaction prediction with 1.9M reactions from USPTO patents (1976-2016). The task is: Predict the product of the given reaction. (1) Given the reactants [NH2:1][C:2]1[CH:28]=[C:27]([N:29]2[CH2:34][CH2:33][N:32]([CH3:35])[CH2:31][CH2:30]2)[CH:26]=[CH:25][C:3]=1[C:4]([NH:6][C:7]1[C:15]2[C:10](=[CH:11][CH:12]=[C:13]([S:16]([C:19]3[CH:24]=[CH:23][CH:22]=[CH:21][CH:20]=3)(=[O:18])=[O:17])[CH:14]=2)[NH:9][N:8]=1)=[O:5].FC(F)(F)C(O)=O.[O:43]1[CH2:48][CH2:47][C:46](=O)[CH2:45][CH2:44]1.C(O[BH-](OC(=O)C)OC(=O)C)(=O)C.C[N+](C)(C)C.[H-], predict the reaction product. The product is: [C:19]1([S:16]([C:13]2[CH:14]=[C:15]3[C:10](=[CH:11][CH:12]=2)[NH:9][N:8]=[C:7]3[NH:6][C:4](=[O:5])[C:3]2[CH:25]=[CH:26][C:27]([N:29]3[CH2:30][CH2:31][N:32]([CH3:35])[CH2:33][CH2:34]3)=[CH:28][C:2]=2[NH:1][CH:46]2[CH2:47][CH2:48][O:43][CH2:44][CH2:45]2)(=[O:18])=[O:17])[CH:20]=[CH:21][CH:22]=[CH:23][CH:24]=1. (2) The product is: [CH3:27][O:28][C:29](=[O:32])[CH2:30][N:23]1[CH2:24][CH2:25][CH2:26][CH:21]([C:17]2[CH:18]=[C:19]3[C:14](=[CH:15][CH:16]=2)[NH:13][C:12]([C:10](=[O:11])[NH:9][C:4]2[CH:5]=[C:6]([F:8])[CH:7]=[C:2]([F:1])[CH:3]=2)=[CH:20]3)[CH2:22]1. Given the reactants [F:1][C:2]1[CH:3]=[C:4]([NH:9][C:10]([C:12]2[NH:13][C:14]3[C:19]([CH:20]=2)=[CH:18][C:17]([C:21]2[CH:22]=[N:23][CH:24]=[CH:25][CH:26]=2)=[CH:16][CH:15]=3)=[O:11])[CH:5]=[C:6]([F:8])[CH:7]=1.[CH3:27][O:28][C:29](=[O:32])[CH2:30]Br, predict the reaction product. (3) Given the reactants [NH2:1][C@H:2]([CH3:22])[CH2:3][NH:4][C:5]1[CH:9]=[C:8]([C:10]2[CH:15]=[CH:14][N:13]=[C:12]([Cl:16])[CH:11]=2)[S:7][C:6]=1[C:17](OCC)=[O:18].[O-]CC.[Na+], predict the reaction product. The product is: [Cl:16][C:12]1[CH:11]=[C:10]([C:8]2[S:7][C:6]3[C:17](=[O:18])[NH:1][C@H:2]([CH3:22])[CH2:3][NH:4][C:5]=3[CH:9]=2)[CH:15]=[CH:14][N:13]=1. (4) Given the reactants N1C=CN=C1.[OH:6][CH2:7][C@H:8]1[NH:12][C:11](=[O:13])[CH2:10][CH2:9]1.[Si:14](Cl)([C:17]([CH3:20])([CH3:19])[CH3:18])([CH3:16])[CH3:15], predict the reaction product. The product is: [Si:14]([O:6][CH2:7][C@H:8]1[NH:12][C:11](=[O:13])[CH2:10][CH2:9]1)([C:17]([CH3:20])([CH3:19])[CH3:18])([CH3:16])[CH3:15]. (5) Given the reactants [F:1][C:2]1[CH:8]=[CH:7][C:5]([NH2:6])=[CH:4][CH:3]=1.C[Al](C)C.[O:13]1[C@@:23]23[C@H:18]([CH2:19][CH2:20][O:21][CH2:22]2)[CH2:17][CH2:16][CH2:15][CH:14]13, predict the reaction product. The product is: [F:1][C:2]1[CH:8]=[CH:7][C:5]([NH:6][C@H:14]2[C@:23]3([OH:13])[C@H:18]([CH2:19][CH2:20][O:21][CH2:22]3)[CH2:17][CH2:16][CH2:15]2)=[CH:4][CH:3]=1. (6) The product is: [O:7]=[C:6]1[NH:75][C:41](=[O:44])[NH:42][C:4](=[O:36])[C:5]21[N:11]([C:12]1[CH:17]=[CH:16][C:15]([O:18][C:19]3[CH:20]=[C:21]4[C:25](=[CH:26][CH:27]=3)[N:24]([C:28]3[CH:29]=[CH:30][C:31]([C:34]#[N:35])=[CH:32][CH:33]=3)[N:23]=[CH:22]4)=[N:14][CH:13]=1)[CH2:65][CH2:72][CH2:73]2. Given the reactants C(O[C:4](=[O:36])[CH:5]([NH:11][C:12]1[CH:13]=[N:14][C:15]([O:18][C:19]2[CH:20]=[C:21]3[C:25](=[CH:26][CH:27]=2)[N:24]([C:28]2[CH:33]=[CH:32][C:31]([C:34]#[N:35])=[CH:30][CH:29]=2)[N:23]=[CH:22]3)=[CH:16][CH:17]=1)[C:6](OCC)=[O:7])C.NC1C=C[C:41]([O:44]C2C=C3C(=CC=2)N(C2C=CC(C#N)=CC=2)N=C3)=[N:42]C=1.BrCC[C:65]([CH2:72][CH3:73])(C([O-])=O)C([O-])=O.C[N:75](C)C1C=CC=CC=1, predict the reaction product.